From a dataset of Forward reaction prediction with 1.9M reactions from USPTO patents (1976-2016). Predict the product of the given reaction. (1) Given the reactants [C:1]([O:5][C:6](=[O:37])[N:7]([CH2:27][C@@H:28]([C:30]1[CH:35]=[CH:34][CH:33]=[C:32]([Cl:36])[CH:31]=1)[OH:29])[C@@H:8]([CH2:11][C:12]1[CH:17]=[CH:16][C:15]([O:18][C:19]2[C:24]([CH:25]=[O:26])=[CH:23][CH:22]=[CH:21][N:20]=2)=[CH:14][CH:13]=1)[CH2:9][OH:10])([CH3:4])([CH3:3])[CH3:2].[BH4-].[Na+], predict the reaction product. The product is: [C:1]([O:5][C:6](=[O:37])[N:7]([CH2:27][C@@H:28]([C:30]1[CH:35]=[CH:34][CH:33]=[C:32]([Cl:36])[CH:31]=1)[OH:29])[C@@H:8]([CH2:11][C:12]1[CH:17]=[CH:16][C:15]([O:18][C:19]2[C:24]([CH2:25][OH:26])=[CH:23][CH:22]=[CH:21][N:20]=2)=[CH:14][CH:13]=1)[CH2:9][OH:10])([CH3:4])([CH3:2])[CH3:3]. (2) Given the reactants [CH2:1]([O:4][C:5]1[CH:15]=[C:14]([NH2:16])[CH:13]=[CH:12][C:6]=1[C:7]([O:9]CC)=[O:8])[CH2:2][CH3:3].[OH-].[Na+], predict the reaction product. The product is: [CH2:1]([O:4][C:5]1[CH:15]=[C:14]([NH2:16])[CH:13]=[CH:12][C:6]=1[C:7]([OH:9])=[O:8])[CH2:2][CH3:3]. (3) The product is: [Br:52][CH2:7][CH2:6][O:5][C:4]1[CH:3]=[C:2]([F:1])[C:11]([C@@H:12]2[C:17]3[NH:18][C:19]4[C:24]([C:16]=3[CH2:15][C@@H:14]([CH3:25])[N:13]2[CH2:26][C:27]([F:30])([CH3:29])[CH3:28])=[CH:23][CH:22]=[CH:21][CH:20]=4)=[C:10]([F:31])[CH:9]=1. Given the reactants [F:1][C:2]1[CH:3]=[C:4]([CH:9]=[C:10]([F:31])[C:11]=1[C@@H:12]1[C:17]2[NH:18][C:19]3[C:24]([C:16]=2[CH2:15][C@@H:14]([CH3:25])[N:13]1[CH2:26][C:27]([F:30])([CH3:29])[CH3:28])=[CH:23][CH:22]=[CH:21][CH:20]=3)[O:5][CH2:6][CH2:7]O.C1(P(C2C=CC=CC=2)C2C=CC=CC=2)C=CC=CC=1.C(Br)(Br)(Br)[Br:52], predict the reaction product. (4) Given the reactants [CH3:1][O:2][C:3]1[CH:8]=[CH:7][C:6]([C:9]2[NH:10][C:11](=O)[C:12]3[C:17]([CH:18]=2)=[CH:16][CH:15]=[CH:14][CH:13]=3)=[CH:5][CH:4]=1.P(Cl)(Cl)([Cl:22])=O, predict the reaction product. The product is: [Cl:22][C:11]1[C:12]2[C:17](=[CH:16][CH:15]=[CH:14][CH:13]=2)[CH:18]=[C:9]([C:6]2[CH:7]=[CH:8][C:3]([O:2][CH3:1])=[CH:4][CH:5]=2)[N:10]=1. (5) Given the reactants [C:1]([O:5][C:6](=[O:23])[NH:7][C:8]1[CH:13]=[C:12]([N:14]2[CH2:17][CH2:16][CH2:15]2)[C:11]([C:18]([F:21])([F:20])[F:19])=[CH:10][C:9]=1[NH2:22])([CH3:4])([CH3:3])[CH3:2].C([O:28][C:29](=O)[CH2:30][C:31](=[O:51])[C:32]1[CH:37]=[CH:36][CH:35]=[C:34]([N:38]2[C:42]([CH2:43][O:44][CH:45]3[CH2:50][CH2:49][CH2:48][CH2:47][O:46]3)=[CH:41][N:40]=[N:39]2)[CH:33]=1)(C)(C)C, predict the reaction product. The product is: [C:1]([O:5][C:6](=[O:23])[NH:7][C:8]1[CH:13]=[C:12]([N:14]2[CH2:17][CH2:16][CH2:15]2)[C:11]([C:18]([F:20])([F:21])[F:19])=[CH:10][C:9]=1[NH:22][C:29](=[O:28])[CH2:30][C:31](=[O:51])[C:32]1[CH:37]=[CH:36][CH:35]=[C:34]([N:38]2[C:42]([CH2:43][O:44][CH:45]3[CH2:50][CH2:49][CH2:48][CH2:47][O:46]3)=[CH:41][N:40]=[N:39]2)[CH:33]=1)([CH3:4])([CH3:2])[CH3:3]. (6) Given the reactants [F:1][C:2]([F:44])([F:43])[C:3]1[CH:4]=[C:5]([CH:36]=[C:37]([C:39]([F:42])([F:41])[F:40])[CH:38]=1)[CH2:6][N:7]([C@H:21]1[CH2:25][C@@H:24]([CH2:26][CH3:27])[N:23]([C:28]2[C:33]([Cl:34])=[CH:32][N:31]=[C:30](Cl)[N:29]=2)[CH2:22]1)[C:8]1[N:13]=[CH:12][C:11]([N:14]2[CH2:18][CH2:17][N:16]([CH3:19])[C:15]2=[O:20])=[CH:10][N:9]=1.[NH:45]1[CH2:50][CH2:49][CH:48]([OH:51])[CH2:47][CH2:46]1, predict the reaction product. The product is: [F:1][C:2]([F:44])([F:43])[C:3]1[CH:4]=[C:5]([CH:36]=[C:37]([C:39]([F:40])([F:42])[F:41])[CH:38]=1)[CH2:6][N:7]([C@H:21]1[CH2:25][C@@H:24]([CH2:26][CH3:27])[N:23]([C:28]2[C:33]([Cl:34])=[CH:32][N:31]=[C:30]([N:45]3[CH2:50][CH2:49][CH:48]([OH:51])[CH2:47][CH2:46]3)[N:29]=2)[CH2:22]1)[C:8]1[N:13]=[CH:12][C:11]([N:14]2[CH2:18][CH2:17][N:16]([CH3:19])[C:15]2=[O:20])=[CH:10][N:9]=1.